Dataset: Full USPTO retrosynthesis dataset with 1.9M reactions from patents (1976-2016). Task: Predict the reactants needed to synthesize the given product. Given the product [C:30]([C:29]1[CH:28]=[C:27]([CH:35]=[C:34]([O:36][CH2:37][CH2:38][C:39]2[CH:40]=[N:41][CH:42]=[CH:43][CH:44]=2)[CH:33]=1)[O:26][C:25]1[CH:24]=[CH:23][C:22]([CH2:21][N:8]([CH2:7][C:6]2[CH:47]=[CH:48][C:3]([C:1]#[N:2])=[CH:4][CH:5]=2)[C:9]2[C:10]([CH3:20])=[C:11]([NH:15][S:16]([CH3:19])(=[O:18])=[O:17])[CH:12]=[CH:13][CH:14]=2)=[CH:46][CH:45]=1)#[N:32], predict the reactants needed to synthesize it. The reactants are: [C:1]([C:3]1[CH:48]=[CH:47][C:6]([CH2:7][N:8]([CH2:21][C:22]2[CH:46]=[CH:45][C:25]([O:26][C:27]3[CH:28]=[C:29]([CH:33]=[C:34]([O:36][CH2:37][CH2:38][C:39]4[CH:40]=[N:41][CH:42]=[CH:43][CH:44]=4)[CH:35]=3)[C:30]([NH2:32])=O)=[CH:24][CH:23]=2)[C:9]2[CH:14]=[CH:13][CH:12]=[C:11]([NH:15][S:16]([CH3:19])(=[O:18])=[O:17])[C:10]=2[CH3:20])=[CH:5][CH:4]=1)#[N:2].O=P12OP3(OP(OP(O3)(O1)=O)(=O)O2)=O.